This data is from Cav3 T-type calcium channel HTS with 100,875 compounds. The task is: Binary Classification. Given a drug SMILES string, predict its activity (active/inactive) in a high-throughput screening assay against a specified biological target. (1) The drug is S(Oc1c(OCC)cc(C(c2c([nH][nH]c2=O)C)c2c([nH][nH]c2=O)C)cc1)(=O)(=O)c1ccc(cc1)C. The result is 0 (inactive). (2) The drug is O(c1cc2c(N(C(C=C2C)(C)C)C(=O)Nc2ccccc2)cc1)CC. The result is 0 (inactive). (3) The compound is Clc1c(CSCC(=O)NNC(=O)c2ccccc2)cccc1. The result is 0 (inactive). (4) The molecule is s1c(NC(=O)CSc2n(c(nn2)c2sc(nc2C)N)CC=C)c(c(c1C)C)C(OCC)=O. The result is 0 (inactive). (5) The drug is O(Cc1ccccc1)c1ccc(cc1)/C=N\N=C(\N)N. The result is 0 (inactive). (6) The molecule is Fc1c(C(N2CCN(CC2)Cc2occc2)c2n(nnn2)Cc2cc3OCOc3cc2)cccc1. The result is 0 (inactive). (7) The drug is Brc1cc(C2CC(=O)NC(=C2C(OC)=O)C)ccc1F. The result is 0 (inactive). (8) The molecule is O1CCN(CC1)CC(=O)Nc1c(cccc1)C(=O)N. The result is 0 (inactive).